Dataset: Rat liver microsome stability data. Task: Regression/Classification. Given a drug SMILES string, predict its absorption, distribution, metabolism, or excretion properties. Task type varies by dataset: regression for continuous measurements (e.g., permeability, clearance, half-life) or binary classification for categorical outcomes (e.g., BBB penetration, CYP inhibition). Dataset: rlm. The molecule is Cc1cc(-c2cc(NS(C)(=O)=O)ccc2Oc2ccccc2)n2ccnc(O)c12. The result is 1 (stable in rat liver microsomes).